Dataset: Catalyst prediction with 721,799 reactions and 888 catalyst types from USPTO. Task: Predict which catalyst facilitates the given reaction. (1) Reactant: [C:1]([O:5][C:6]([N:8]1[CH2:12][C@@H:11]([CH:13]=O)[C@H:10]([C:15]([CH3:23])([CH3:22])[O:16][SiH2:17][C:18]([CH3:21])([CH3:20])[CH3:19])[CH2:9]1)=[O:7])([CH3:4])([CH3:3])[CH3:2].[CH2:24]([NH2:28])[CH:25]([CH3:27])[CH3:26].CC#N.O.CC#N. Product: [C:1]([O:5][C:6]([N:8]1[CH2:12][C@@H:11]([CH2:13][NH:28][CH2:24][CH:25]([CH3:27])[CH3:26])[C@H:10]([C:15]([CH3:22])([CH3:23])[O:16][SiH2:17][C:18]([CH3:21])([CH3:20])[CH3:19])[CH2:9]1)=[O:7])([CH3:2])([CH3:3])[CH3:4]. The catalyst class is: 6. (2) Reactant: [C:1]([N:20]1[CH:24]=[CH:23][N:22]=[C:21]1[CH2:25][CH:26]=[O:27])([C:14]1[CH:19]=[CH:18][CH:17]=[CH:16][CH:15]=1)([C:8]1[CH:13]=[CH:12][CH:11]=[CH:10][CH:9]=1)[C:2]1[CH:7]=[CH:6][CH:5]=[CH:4][CH:3]=1.[BH4-].[Na+]. Product: [C:1]([N:20]1[CH:24]=[CH:23][N:22]=[C:21]1[CH2:25][CH2:26][OH:27])([C:14]1[CH:15]=[CH:16][CH:17]=[CH:18][CH:19]=1)([C:8]1[CH:9]=[CH:10][CH:11]=[CH:12][CH:13]=1)[C:2]1[CH:7]=[CH:6][CH:5]=[CH:4][CH:3]=1. The catalyst class is: 200. (3) Reactant: CCN(CC)CC.[Cl:8][C:9]1[C:10]([C:19](=[O:23])[C:20]([OH:22])=O)=[CH:11][N:12]([CH3:18])[C:13]=1[C:14]([O:16][CH3:17])=[O:15].[CH3:24][C:25]([NH2:28])([CH3:27])[CH3:26].CN(C(ON1N=NC2C=CC=NC1=2)=[N+](C)C)C.F[P-](F)(F)(F)(F)F.CN(C=O)C. Product: [C:25]([NH:28][C:20](=[O:22])[C:19]([C:10]1[C:9]([Cl:8])=[C:13]([C:14]([O:16][CH3:17])=[O:15])[N:12]([CH3:18])[CH:11]=1)=[O:23])([CH3:27])([CH3:26])[CH3:24]. The catalyst class is: 243. (4) Reactant: Cl.[CH3:2][O:3][C:4]1[CH:5]=[C:6]2[C:11](=[CH:12][CH:13]=1)[CH:10]=[C:9]([C:14](=[O:16])[CH3:15])[CH:8]=[C:7]2[N:17]1[CH2:22][CH2:21][NH:20][CH2:19][CH2:18]1.[C:23](O[C:23]([O:25][C:26]([CH3:29])([CH3:28])[CH3:27])=[O:24])([O:25][C:26]([CH3:29])([CH3:28])[CH3:27])=[O:24].O.C(OCC)(=O)C. Product: [C:14]([C:9]1[CH:8]=[C:7]([N:17]2[CH2:18][CH2:19][N:20]([C:23]([O:25][C:26]([CH3:29])([CH3:28])[CH3:27])=[O:24])[CH2:21][CH2:22]2)[C:6]2[C:11]([CH:10]=1)=[CH:12][CH:13]=[C:4]([O:3][CH3:2])[CH:5]=2)(=[O:16])[CH3:15]. The catalyst class is: 464. (5) The catalyst class is: 4. Reactant: [CH3:1][N:2]([CH3:25])[C:3]([C:5]1[C:14]2[CH2:13][CH2:12][CH:11]([C:15]3[CH:20]=[CH:19][CH:18]=[CH:17][CH:16]=3)[CH2:10][C:9]=2[C:8]2=[N:21][C:22]([CH3:24])=[CH:23][N:7]2[CH:6]=1)=[O:4].[Br:26]N1C(=O)CCC1=O. Product: [CH3:1][N:2]([CH3:25])[C:3]([C:5]1[C:14]2[CH2:13][CH2:12][CH:11]([C:15]3[CH:20]=[CH:19][CH:18]=[CH:17][CH:16]=3)[CH2:10][C:9]=2[C:8]2=[N:21][C:22]([CH3:24])=[C:23]([Br:26])[N:7]2[CH:6]=1)=[O:4]. (6) Reactant: [Cl:1][CH2:2][CH2:3][CH2:4][O:5][C:6]1[CH:11]=[CH:10][C:9]([C:12]2[O:13][CH:14]=[C:15]([CH2:17][C:18]([OH:20])=O)[N:16]=2)=[CH:8][CH:7]=1.ON1C2C=[CH:28][CH:29]=[CH:30][C:25]=2[N:24]=N1.Cl.CN(C)CCCN=C=NCC.N1CCCC1. Product: [Cl:1][CH2:2][CH2:3][CH2:4][O:5][C:6]1[CH:7]=[CH:8][C:9]([C:12]2[O:13][CH:14]=[C:15]([CH2:17][C:18](=[O:20])[N:24]3[CH2:25][CH2:30][CH2:29][CH2:28]3)[N:16]=2)=[CH:10][CH:11]=1. The catalyst class is: 46. (7) Reactant: [OH:1][C:2]1[CH:9]=[CH:8][C:5]([CH:6]=[O:7])=[C:4]([O:10][CH3:11])[CH:3]=1.I[CH2:13][C:14]([CH2:55][O:56][CH2:57][CH2:58][CH2:59][CH2:60][CH2:61][CH2:62][CH2:63][CH2:64][CH2:65][CH2:66][CH2:67][CH2:68][CH2:69][CH2:70][CH2:71][CH2:72][CH2:73][CH3:74])([CH2:35][O:36][CH2:37][CH2:38][CH2:39][CH2:40][CH2:41][CH2:42][CH2:43][CH2:44][CH2:45][CH2:46][CH2:47][CH2:48][CH2:49][CH2:50][CH2:51][CH2:52][CH2:53][CH3:54])[CH2:15][O:16][CH2:17][CH2:18][CH2:19][CH2:20][CH2:21][CH2:22][CH2:23][CH2:24][CH2:25][CH2:26][CH2:27][CH2:28][CH2:29][CH2:30][CH2:31][CH2:32][CH2:33][CH3:34].C(=O)([O-])[O-].[K+].[K+].Cl. Product: [CH3:11][O:10][C:4]1[CH:3]=[C:2]([O:1][CH2:13][C:14]([CH2:15][O:16][CH2:17][CH2:18][CH2:19][CH2:20][CH2:21][CH2:22][CH2:23][CH2:24][CH2:25][CH2:26][CH2:27][CH2:28][CH2:29][CH2:30][CH2:31][CH2:32][CH2:33][CH3:34])([CH2:55][O:56][CH2:57][CH2:58][CH2:59][CH2:60][CH2:61][CH2:62][CH2:63][CH2:64][CH2:65][CH2:66][CH2:67][CH2:68][CH2:69][CH2:70][CH2:71][CH2:72][CH2:73][CH3:74])[CH2:35][O:36][CH2:37][CH2:38][CH2:39][CH2:40][CH2:41][CH2:42][CH2:43][CH2:44][CH2:45][CH2:46][CH2:47][CH2:48][CH2:49][CH2:50][CH2:51][CH2:52][CH2:53][CH3:54])[CH:9]=[CH:8][C:5]=1[CH:6]=[O:7]. The catalyst class is: 479.